From a dataset of Catalyst prediction with 721,799 reactions and 888 catalyst types from USPTO. Predict which catalyst facilitates the given reaction. (1) Reactant: Br[C:2]1[CH:3]=[C:4]2[CH:10]=[CH:9][N:8]([Si:11]([C:14]([CH3:17])([CH3:16])[CH3:15])([CH3:13])[CH3:12])[C:5]2=[N:6][CH:7]=1.C(=O)([O-])[O-].[Na+].[Na+]. Product: [C:14]([Si:11]([CH3:13])([CH3:12])[N:8]1[C:5]2=[N:6][CH:7]=[C:2]([C:4]3[CH:5]=[N:6][CH:7]=[CH:2][CH:3]=3)[CH:3]=[C:4]2[CH:10]=[CH:9]1)([CH3:17])([CH3:16])[CH3:15]. The catalyst class is: 843. (2) Reactant: [CH3:1][N:2]1[C:10]2[C:5](=[CH:6][CH:7]=[CH:8][CH:9]=2)[C:4]([CH2:11][N:12]2[CH2:17][CH2:16][CH2:15][C:14]3([CH2:26][C:25](=[O:27])[C:24]4[C:19](=[CH:20][CH:21]=[C:22](/[CH:28]=[CH:29]/[C:30]([NH:32][O:33]C5CCCCO5)=[O:31])[CH:23]=4)[O:18]3)[CH2:13]2)=[CH:3]1.Cl. Product: [CH3:1][N:2]1[C:10]2[C:5](=[CH:6][CH:7]=[CH:8][CH:9]=2)[C:4]([CH2:11][N:12]2[CH2:17][CH2:16][CH2:15][C:14]3([CH2:26][C:25](=[O:27])[C:24]4[C:19](=[CH:20][CH:21]=[C:22](/[CH:28]=[CH:29]/[C:30]([NH:32][OH:33])=[O:31])[CH:23]=4)[O:18]3)[CH2:13]2)=[CH:3]1. The catalyst class is: 135. (3) Reactant: N1C=CC=CC=1.FC(F)(F)S([O:12][S:13]([C:16]([F:19])([F:18])[F:17])(=[O:15])=[O:14])(=O)=O.[CH2:22]([O:24][C:25]([C@:27]1([N:40]=[N+:41]=[N-:42])[C@H:32](O)[CH2:31][C@@H:30]2[C@H:28]1[C@@:29]2([F:39])[C:34]([O:36][CH2:37][CH3:38])=[O:35])=[O:26])[CH3:23].CCOCC. Product: [CH2:22]([O:24][C:25]([C@:27]1([N:40]=[N+:41]=[N-:42])[C@H:32]([O:12][S:13]([C:16]([F:17])([F:18])[F:19])(=[O:14])=[O:15])[CH2:31][C@@H:30]2[C@H:28]1[C@@:29]2([F:39])[C:34]([O:36][CH2:37][CH3:38])=[O:35])=[O:26])[CH3:23]. The catalyst class is: 4.